From a dataset of Peptide-MHC class I binding affinity with 185,985 pairs from IEDB/IMGT. Regression. Given a peptide amino acid sequence and an MHC pseudo amino acid sequence, predict their binding affinity value. This is MHC class I binding data. (1) The peptide sequence is RPKRWLLI. The MHC is HLA-A02:06 with pseudo-sequence HLA-A02:06. The binding affinity (normalized) is 0. (2) The peptide sequence is FPACYEFLW. The MHC is Mamu-B17 with pseudo-sequence Mamu-B17. The binding affinity (normalized) is 0.821. (3) The peptide sequence is KFLDLCVLI. The MHC is HLA-A24:02 with pseudo-sequence HLA-A24:02. The binding affinity (normalized) is 0.535. (4) The peptide sequence is TLYCVHQGI. The MHC is HLA-B42:01 with pseudo-sequence HLA-B42:01. The binding affinity (normalized) is 0.307. (5) The peptide sequence is LEVKFNAPA. The MHC is HLA-B18:01 with pseudo-sequence HLA-B18:01. The binding affinity (normalized) is 0.565. (6) The peptide sequence is VLPPLSADL. The binding affinity (normalized) is 0.0847. The MHC is HLA-A31:01 with pseudo-sequence HLA-A31:01.